From a dataset of Full USPTO retrosynthesis dataset with 1.9M reactions from patents (1976-2016). Predict the reactants needed to synthesize the given product. (1) Given the product [CH3:78][C:63]1[N:62]=[C:61]([C:56]2[CH:57]=[CH:58][CH:59]=[CH:60][C:55]=2[NH2:54])[CH:66]=[C:65]([NH:67][N:68]=[C:69]([C:71]2[CH:72]=[CH:73][C:74]([CH3:77])=[CH:75][CH:76]=2)[CH3:70])[N:64]=1, predict the reactants needed to synthesize it. The reactants are: C(C1C(N)=CC=CC=1B(O)O)(OC(C)(C)C)=O.[Cl-].CC1C=C(C)C=C(C)C=1[N+]1C=CN(C2C(C)=CC(C)=CC=2C)C=1.C(=O)([O-])[O-].[Cs+].[Cs+].C(OC(=O)[NH:54][C:55]1[CH:60]=[CH:59][CH:58]=[CH:57][C:56]=1[C:61]1[CH:66]=[C:65]([NH:67][N:68]=[C:69]([C:71]2[CH:76]=[CH:75][C:74]([CH3:77])=[CH:73][CH:72]=2)[CH3:70])[N:64]=[C:63]([CH3:78])[N:62]=1)(C)(C)C. (2) Given the product [ClH:19].[Br:1][C:2]1[CH:18]=[CH:17][C:5]([C:6]([NH:8][NH2:9])=[O:7])=[C:4]([Cl:19])[CH:3]=1, predict the reactants needed to synthesize it. The reactants are: [Br:1][C:2]1[CH:18]=[CH:17][C:5]([C:6]([NH:8][NH:9]C(OC(C)(C)C)=O)=[O:7])=[C:4]([Cl:19])[CH:3]=1. (3) Given the product [N:1]1[CH:6]=[CH:5][CH:4]=[N:3][C:2]=1[O:7][CH:8]([C:10]1[CH:19]=[CH:18][C:13]([C:14]([OH:16])=[O:15])=[CH:12][CH:11]=1)[CH3:9], predict the reactants needed to synthesize it. The reactants are: [N:1]1[CH:6]=[CH:5][CH:4]=[N:3][C:2]=1[O:7][CH:8]([C:10]1[CH:19]=[CH:18][C:13]([C:14]([O:16]C)=[O:15])=[CH:12][CH:11]=1)[CH3:9].O.[OH-].[Li+].O.CO.